The task is: Predict which catalyst facilitates the given reaction.. This data is from Catalyst prediction with 721,799 reactions and 888 catalyst types from USPTO. Reactant: C(OC[N:9]1[CH:13]=[C:12]([C:14]2[CH:19]=[CH:18][C:17]([CH:20]([O:24][CH2:25][CH3:26])[O:21][CH2:22][CH3:23])=[CH:16][N:15]=2)[N:11]=[N:10]1)(=O)C(C)(C)C.[OH-].[Na+].Cl.O. Product: [CH2:25]([O:24][CH:20]([O:21][CH2:22][CH3:23])[C:17]1[CH:18]=[CH:19][C:14]([C:12]2[N:11]=[N:10][NH:9][CH:13]=2)=[N:15][CH:16]=1)[CH3:26]. The catalyst class is: 5.